Predict which catalyst facilitates the given reaction. From a dataset of Catalyst prediction with 721,799 reactions and 888 catalyst types from USPTO. (1) Reactant: [O:1]1[CH2:5][CH2:4][O:3][CH:2]1[C:6]1[CH:22]=[CH:21][C:9]([O:10][Si](C(C)C)(C(C)C)C(C)C)=[C:8]([F:23])[CH:7]=1.[F-].C([N+](CCCC)(CCCC)CCCC)CCC.CCCCCCC.C(OCC)(=O)C. Product: [O:1]1[CH2:5][CH2:4][O:3][CH:2]1[C:6]1[CH:22]=[CH:21][C:9]([OH:10])=[C:8]([F:23])[CH:7]=1. The catalyst class is: 266. (2) Reactant: Cl.[CH3:2][C@H:3]1[CH2:8][C@H:7]([CH3:9])[CH2:6][NH:5][CH2:4]1.Cl[CH2:11][CH2:12][CH2:13][OH:14].C(=O)([O-])[O-].[K+].[K+].[I-].[K+]. Product: [OH:14][CH2:13][CH2:12][CH2:11][N:5]1[CH2:6][C@@H:7]([CH3:9])[CH2:8][C@H:3]([CH3:2])[CH2:4]1. The catalyst class is: 21. (3) Reactant: [Br:1][C:2]1[C:10]([O:11][C:12]2[CH:17]=[CH:16][C:15]([OH:18])=[C:14]([CH:19]([CH3:21])[CH3:20])[CH:13]=2)=[C:9]([Br:22])[CH:8]=[C:7]2[C:3]=1[CH2:4][CH2:5][CH:6]2[CH2:23][C:24]([O:26]CC)=[O:25].C(=O)([O-])[O-].[K+].[K+].Cl[CH2:36][C:37]1[N:41]=[C:40]([C:42]2[CH:46]=[CH:45][S:44][CH:43]=2)[O:39][N:38]=1.[I-].[K+]. Product: [Br:1][C:2]1[C:10]([O:11][C:12]2[CH:17]=[CH:16][C:15]([O:18][CH2:36][C:37]3[N:41]=[C:40]([C:42]4[CH:46]=[CH:45][S:44][CH:43]=4)[O:39][N:38]=3)=[C:14]([CH:19]([CH3:21])[CH3:20])[CH:13]=2)=[C:9]([Br:22])[CH:8]=[C:7]2[C:3]=1[CH2:4][CH2:5][CH:6]2[CH2:23][C:24]([OH:26])=[O:25]. The catalyst class is: 10. (4) Reactant: C(=O)([O-])[O-].[K+].[K+].[OH:7][C:8]1[C:17]2[C:12](=[CH:13][CH:14]=[CH:15][CH:16]=2)[N:11]=[CH:10][CH:9]=1.[I:18]I.C(=O)([O-])O.[Na+].S([O-])([O-])=O.[Na+].[Na+]. Product: [I:18][C:9]1[CH:10]=[N:11][C:12]2[C:17]([C:8]=1[OH:7])=[CH:16][CH:15]=[CH:14][CH:13]=2. The catalyst class is: 136. (5) Reactant: C([O:5][CH2:6][CH2:7][O:8][C:9]1[CH:10]=[C:11]([NH:17][CH:18]([C:30]2[CH:35]=[CH:34][CH:33]=[CH:32][CH:31]=2)[C:19]([C:21]2[C:29]3[C:24](=[CH:25][CH:26]=[CH:27][CH:28]=3)[NH:23][CH:22]=2)=[O:20])[CH:12]=[C:13]([O:15][CH3:16])[CH:14]=1)(C)(C)C.O1CCOCC1.C(=O)([O-])[O-].[K+].[K+]. Product: [OH:5][CH2:6][CH2:7][O:8][C:9]1[CH:10]=[C:11]([NH:17][CH:18]([C:30]2[CH:35]=[CH:34][CH:33]=[CH:32][CH:31]=2)[C:19]([C:21]2[C:29]3[C:24](=[CH:25][CH:26]=[CH:27][CH:28]=3)[NH:23][CH:22]=2)=[O:20])[CH:12]=[C:13]([O:15][CH3:16])[CH:14]=1. The catalyst class is: 33. (6) Reactant: [OH:1][C@H:2]1[CH2:7][N:6]([C:8]([C:10]2[CH:15]=[CH:14][CH:13]=[CH:12][C:11]=2[N:16]2[N:20]=[CH:19][CH:18]=[N:17]2)=[O:9])[C@H:5]([CH3:21])[CH2:4][CH2:3]1.[H-].[Na+].F[C:25]1[C:30]([F:31])=[C:29]([C:32]([F:35])([F:34])[F:33])[CH:28]=[CH:27][N:26]=1. Product: [F:31][C:30]1[C:25]([O:1][C@@H:2]2[CH2:3][CH2:4][C@@H:5]([CH3:21])[N:6]([C:8]([C:10]3[CH:15]=[CH:14][CH:13]=[CH:12][C:11]=3[N:16]3[N:20]=[CH:19][CH:18]=[N:17]3)=[O:9])[CH2:7]2)=[N:26][CH:27]=[CH:28][C:29]=1[C:32]([F:34])([F:33])[F:35]. The catalyst class is: 3. (7) Reactant: [O:1]1[C:6]2[CH:7]=[CH:8][C:9]([NH:11][C:12]3[CH:17]=[C:16](I)[CH:15]=[CH:14][N:13]=3)=[CH:10][C:5]=2[O:4][CH2:3][CH2:2]1.[CH3:19][N:20]([C:22]1[CH:27]=[CH:26][CH:25]=[CH:24][C:23]=1B(O)O)[CH3:21]. Product: [O:1]1[C:6]2[CH:7]=[CH:8][C:9]([NH:11][C:12]3[CH:17]=[C:16]([C:25]4[CH:26]=[CH:27][C:22]([N:20]([CH3:21])[CH3:19])=[CH:23][CH:24]=4)[CH:15]=[CH:14][N:13]=3)=[CH:10][C:5]=2[O:4][CH2:3][CH2:2]1. The catalyst class is: 276.